Dataset: hERG potassium channel inhibition data for cardiac toxicity prediction from Karim et al.. Task: Regression/Classification. Given a drug SMILES string, predict its toxicity properties. Task type varies by dataset: regression for continuous values (e.g., LD50, hERG inhibition percentage) or binary classification for toxic/non-toxic outcomes (e.g., AMES mutagenicity, cardiotoxicity, hepatotoxicity). Dataset: herg_karim. (1) The drug is C[C@H]1CNC[C@H](C)N1c1nc2c(C(=O)NC3C[C@H]4CCC[C@H](C3)N4C)cccc2o1. The result is 1 (blocker). (2) The compound is CC(C)c1cc(C#N)cc2nc(-c3ccc(C(=O)NC[C@]4(C)CN(c5ccc(-c6ccccc6OC(F)(F)F)cn5)C(=O)O4)cc3)oc12. The result is 0 (non-blocker). (3) The compound is CCN(CC)C(=O)c1ccc([C@H](c2cccc(NC(=O)C3CC3)c2)N2CCN(Cc3ccc(F)cc3)CC2)cc1. The result is 0 (non-blocker).